Dataset: Forward reaction prediction with 1.9M reactions from USPTO patents (1976-2016). Task: Predict the product of the given reaction. (1) Given the reactants [F:1][C:2]([F:20])([F:19])[C:3]([N:5]1[CH2:11][CH:10]([CH3:12])[C:9]2[CH:13]=[C:14](Cl)[C:15]([OH:17])=[CH:16][C:8]=2[CH2:7][CH2:6]1)=[O:4].[CH2:21](Br)[CH:22]=[CH2:23].C1CCN2C(=NCCC2)CC1.[Cl:36]CCl, predict the reaction product. The product is: [F:1][C:2]([F:20])([F:19])[C:3]([N:5]1[CH2:11][C:10]([Cl:36])([CH3:12])[C:9]2[CH:13]=[CH:14][C:15]([O:17][CH2:21][CH:22]=[CH2:23])=[CH:16][C:8]=2[CH2:7][CH2:6]1)=[O:4]. (2) Given the reactants [OH:1][CH2:2][C:3]([CH3:37])([CH3:36])[CH2:4][NH:5][C:6]([C:8]1[C:16]2[C:11](=[N:12][CH:13]=[C:14]([C:17]3[C:25]4[C:20](=[CH:21][C:22]([F:26])=[CH:23][CH:24]=4)[N:19]([CH3:27])[N:18]=3)[N:15]=2)[N:10](COCC[Si](C)(C)C)[CH:9]=1)=[O:7].FC(F)(F)C(O)=O.C(N)CN.O, predict the reaction product. The product is: [OH:1][CH2:2][C:3]([CH3:37])([CH3:36])[CH2:4][NH:5][C:6]([C:8]1[C:16]2[C:11](=[N:12][CH:13]=[C:14]([C:17]3[C:25]4[C:20](=[CH:21][C:22]([F:26])=[CH:23][CH:24]=4)[N:19]([CH3:27])[N:18]=3)[N:15]=2)[NH:10][CH:9]=1)=[O:7]. (3) Given the reactants C(OC([NH:8][O:9][CH2:10][CH2:11][CH2:12][CH2:13][NH:14][C:15](=[O:30])[CH2:16][O:17][C:18]1[CH:27]=[C:26]2[C:21]([C:22]([CH3:29])=[CH:23][C:24](=[O:28])[O:25]2)=[CH:20][CH:19]=1)=O)(C)(C)C, predict the reaction product. The product is: [NH2:8][O:9][CH2:10][CH2:11][CH2:12][CH2:13][NH:14][C:15](=[O:30])[CH2:16][O:17][C:18]1[CH:27]=[C:26]2[C:21]([C:22]([CH3:29])=[CH:23][C:24](=[O:28])[O:25]2)=[CH:20][CH:19]=1.